Dataset: Forward reaction prediction with 1.9M reactions from USPTO patents (1976-2016). Task: Predict the product of the given reaction. (1) Given the reactants C[Li].FC(F)(F)S(O[C:9]1[C:18]2[C:13](=[C:14]([CH:19]([CH3:21])[CH3:20])[CH:15]=[CH:16][CH:17]=2)[N:12]=[C:11]([C:22]([O:24][CH3:25])=[O:23])[CH:10]=1)(=O)=O.Cl.[C:29](OCC)(=O)C.CCCCCC, predict the reaction product. The product is: [CH:19]([C:14]1[CH:15]=[CH:16][CH:17]=[C:18]2[C:13]=1[N:12]=[C:11]([C:22]([O:24][CH3:25])=[O:23])[CH:10]=[C:9]2[CH3:29])([CH3:21])[CH3:20]. (2) Given the reactants C1(P(C2C=CC=CC=2)C2C=CC=CC=2)C=CC=CC=1.O1CCCC1.Br[C:26]1[N:34]2[C:29]([CH:30]=[N:31][C:32]([NH:35][C:36]3[CH:41]=[CH:40][C:39]([N:42]4[CH2:47][CH2:46][N:45]([CH3:48])[CH2:44][CH2:43]4)=[CH:38][CH:37]=3)=[N:33]2)=[CH:28][CH:27]=1.[CH3:49][NH:50][S:51]([C:54]1[CH:59]=[CH:58][CH:57]=[C:56](B(O)O)[CH:55]=1)(=[O:53])=[O:52].C(=O)([O-])[O-].[Na+].[Na+].O.C(O)C.[Cl-].[Na+], predict the reaction product. The product is: [CH3:49][NH:50][S:51]([C:54]1[CH:55]=[CH:56][CH:57]=[C:58]([C:26]2[N:34]3[C:29]([CH:30]=[N:31][C:32]([NH:35][C:36]4[CH:37]=[CH:38][C:39]([N:42]5[CH2:43][CH2:44][N:45]([CH3:48])[CH2:46][CH2:47]5)=[CH:40][CH:41]=4)=[N:33]3)=[CH:28][CH:27]=2)[CH:59]=1)(=[O:52])=[O:53]. (3) Given the reactants [NH2:1][C:2]1[C:7]([OH:8])=[CH:6][CH:5]=[C:4]([CH3:9])[CH:3]=1.[OH-].[K+].[C:12](=S)=[S:13], predict the reaction product. The product is: [CH3:9][C:4]1[CH:5]=[CH:6][C:7]2[O:8][C:12](=[S:13])[NH:1][C:2]=2[CH:3]=1. (4) Given the reactants C([O:4][C@@H:5]1[CH2:9][C@@H:8]([N:10]2[C:18]3[C:17]([F:19])=[CH:16][N:15]=[C:14](F)[C:13]=3[N:12]=[CH:11]2)[CH:7]=[CH:6]1)(=O)C.C([O:24][C@@H:25]1[CH2:29][C@@H:28]([N:30]2[C:34]3[C:35](F)=[N:36][CH:37]=[C:38]([F:39])[C:33]=3[N:32]=[CH:31]2)[CH:27]=[CH:26]1)(=O)C, predict the reaction product. The product is: [NH2:30][C:14]1[C:13]2[N:12]=[CH:11][N:10]([C@@H:8]3[CH2:9][C@@H:5]([OH:4])[CH:6]=[CH:7]3)[C:18]=2[C:17]([F:19])=[CH:16][N:15]=1.[NH2:10][C:35]1[C:34]2[N:30]([C@@H:28]3[CH2:29][C@@H:25]([OH:24])[CH:26]=[CH:27]3)[CH:31]=[N:32][C:33]=2[C:38]([F:39])=[CH:37][N:36]=1. (5) Given the reactants [Cl:1][C:2]1[N:7]=[C:6]([Cl:8])[C:5]([NH2:9])=[CH:4][N:3]=1.[CH3:10][C:11]([CH3:13])=O.C([BH3-])#N.[Na+], predict the reaction product. The product is: [Cl:1][C:2]1[N:7]=[C:6]([Cl:8])[C:5]([NH:9][CH:11]([CH3:13])[CH3:10])=[CH:4][N:3]=1. (6) Given the reactants [Cl:1][C:2]1[CH:3]=[CH:4][C:5]([O:9][C:10]2[CH:15]=[CH:14][CH:13]=[CH:12][CH:11]=2)=[C:6]([NH2:8])[CH:7]=1.Cl[C:17]1[CH:26]=[CH:25][N:24]=[C:23]2[C:18]=1[CH:19]=[CH:20][C:21]([CH2:27][CH3:28])=[N:22]2, predict the reaction product. The product is: [Cl:1][C:2]1[CH:3]=[CH:4][C:5]([O:9][C:10]2[CH:15]=[CH:14][CH:13]=[CH:12][CH:11]=2)=[C:6]([NH:8][C:17]2[C:18]3[C:23](=[N:22][C:21]([CH2:27][CH3:28])=[CH:20][CH:19]=3)[N:24]=[CH:25][CH:26]=2)[CH:7]=1. (7) Given the reactants Cl[N:2]1[CH:7]=[CH:6][CH:5]=[CH:4][NH:3]1.[C:8]([O:12][C:13]([N:15]1[CH2:21][CH2:20][C:19]2[C:22]([C:27]#[CH:28])=[C:23]([Cl:26])[CH:24]=[CH:25][C:18]=2[CH2:17][CH2:16]1)=[O:14])([CH3:11])([CH3:10])[CH3:9], predict the reaction product. The product is: [C:8]([O:12][C:13]([N:15]1[CH2:21][CH2:20][C:19]2[C:22]([C:27]#[C:28][N:2]3[CH:7]=[CH:6][CH:5]=[CH:4][NH:3]3)=[C:23]([Cl:26])[CH:24]=[CH:25][C:18]=2[CH2:17][CH2:16]1)=[O:14])([CH3:11])([CH3:10])[CH3:9]. (8) Given the reactants [CH2:1]([NH:8][C:9](=[O:51])[NH:10][CH:11]([CH3:50])[CH2:12][C:13]([NH:15][CH:16]([C:29](=[O:49])[N:30]([CH2:41][CH:42](OCC)OCC)[CH2:31][C:32]1[CH:33]=[CH:34][CH:35]=[C:36]2[C:40]=1[NH:39][N:38]=[CH:37]2)[CH2:17][C:18]1[CH:23]=[CH:22][C:21]([O:24]C(C)(C)C)=[CH:20][CH:19]=1)=[O:14])[C:2]1[CH:7]=[CH:6][CH:5]=[CH:4][CH:3]=1, predict the reaction product. The product is: [CH2:1]([NH:8][C:9]([N:10]1[CH:11]([CH3:50])[CH2:12][C:13](=[O:14])[N:15]2[CH:16]([CH2:17][C:18]3[CH:19]=[CH:20][C:21]([OH:24])=[CH:22][CH:23]=3)[C:29](=[O:49])[N:30]([CH2:31][C:32]3[CH:33]=[CH:34][CH:35]=[C:36]4[C:40]=3[NH:39][N:38]=[CH:37]4)[CH2:41][CH:42]12)=[O:51])[C:2]1[CH:7]=[CH:6][CH:5]=[CH:4][CH:3]=1. (9) Given the reactants [CH2:1]([O:3][C:4]([C:6]1[C:11]([C:12]#[N:13])=[CH:10][CH:9]=[C:8]([O:14][C:15]2[CH:20]=[CH:19][C:18]([B:21]3OC(C)(C)C(C)(C)[O:22]3)=[C:17]([CH:30]=[O:31])[CH:16]=2)[N:7]=1)=[O:5])[CH3:2].[BH4-].[Na+].Cl, predict the reaction product. The product is: [CH2:1]([O:3][C:4]([C:6]1[C:11]([C:12]#[N:13])=[CH:10][CH:9]=[C:8]([O:14][C:15]2[CH:20]=[CH:19][C:18]3[B:21]([OH:22])[O:31][CH2:30][C:17]=3[CH:16]=2)[N:7]=1)=[O:5])[CH3:2]. (10) Given the reactants [Cl:1][C:2]1[N:6]=[CH:5][NH:4][N:3]=1.[H-].[Na+].Cl[C:10]1[N:15]=[C:14]([C:16]([N:18]2[CH2:23][CH2:22][CH:21]([N:24]3[CH2:28][CH2:27][CH2:26][CH2:25]3)[CH2:20][CH2:19]2)=[O:17])[C:13]([CH3:29])=[CH:12][C:11]=1[C:30]1[CH:35]=[CH:34][CH:33]=[C:32]([C:36]([F:39])([F:38])[F:37])[CH:31]=1, predict the reaction product. The product is: [Cl:1][C:2]1[N:6]=[CH:5][N:4]([C:10]2[N:15]=[C:14]([C:16]([N:18]3[CH2:23][CH2:22][CH:21]([N:24]4[CH2:25][CH2:26][CH2:27][CH2:28]4)[CH2:20][CH2:19]3)=[O:17])[C:13]([CH3:29])=[CH:12][C:11]=2[C:30]2[CH:35]=[CH:34][CH:33]=[C:32]([C:36]([F:38])([F:39])[F:37])[CH:31]=2)[N:3]=1.